Dataset: Full USPTO retrosynthesis dataset with 1.9M reactions from patents (1976-2016). Task: Predict the reactants needed to synthesize the given product. (1) Given the product [Si:29]([O:22][CH2:21][CH2:20][S:19][C:11]1[C:10]2[C:5](=[CH:6][CH:7]=[C:8]([F:23])[CH:9]=2)[N:4]=[C:3]([CH2:1][CH3:2])[C:12]=1[C:13]1[CH:18]=[CH:17][CH:16]=[CH:15][CH:14]=1)([C:32]([CH3:35])([CH3:34])[CH3:33])([CH3:31])[CH3:30], predict the reactants needed to synthesize it. The reactants are: [CH2:1]([C:3]1[C:12]([C:13]2[CH:18]=[CH:17][CH:16]=[CH:15][CH:14]=2)=[C:11]([S:19][CH2:20][CH2:21][OH:22])[C:10]2[C:5](=[CH:6][CH:7]=[C:8]([F:23])[CH:9]=2)[N:4]=1)[CH3:2].N1C=CN=C1.[Si:29](Cl)([C:32]([CH3:35])([CH3:34])[CH3:33])([CH3:31])[CH3:30]. (2) Given the product [CH2:20]([O:22][NH:23][C:16]([C:13]1[CH:12]=[CH:11][C:10]([C:6]2[CH:7]=[CH:8][CH:9]=[C:4]([CH:1]([CH3:2])[CH3:3])[CH:5]=2)=[CH:15][N:14]=1)=[O:18])[CH3:21], predict the reactants needed to synthesize it. The reactants are: [CH:1]([C:4]1[CH:5]=[C:6]([C:10]2[CH:11]=[CH:12][C:13]([C:16]([OH:18])=O)=[N:14][CH:15]=2)[CH:7]=[CH:8][CH:9]=1)([CH3:3])[CH3:2].Cl.[CH2:20]([O:22][NH2:23])[CH3:21].